From a dataset of Full USPTO retrosynthesis dataset with 1.9M reactions from patents (1976-2016). Predict the reactants needed to synthesize the given product. The reactants are: [CH3:1][NH2:2].[Br:3][C:4]1[CH:5]=[N:6][C:7](Cl)=[N:8][CH:9]=1. Given the product [Br:3][C:4]1[CH:5]=[N:6][C:7]([NH:2][CH3:1])=[N:8][CH:9]=1, predict the reactants needed to synthesize it.